Dataset: Full USPTO retrosynthesis dataset with 1.9M reactions from patents (1976-2016). Task: Predict the reactants needed to synthesize the given product. The reactants are: Cl[C:2]1[N:7]=[C:6]([NH:8][C:9]2[CH:10]=[C:11]([CH:16]=[CH:17][CH:18]=2)[O:12][CH2:13][C:14]#[N:15])[C:5]([Cl:19])=[CH:4][N:3]=1.[CH2:20]([N:22]1[CH2:28][CH2:27][C:26]2[CH:29]=[C:30]([NH2:33])[CH:31]=[CH:32][C:25]=2[CH2:24][CH2:23]1)[CH3:21]. Given the product [Cl:19][C:5]1[C:6]([NH:8][C:9]2[CH:10]=[C:11]([CH:16]=[CH:17][CH:18]=2)[O:12][CH2:13][C:14]#[N:15])=[N:7][C:2]([NH:33][C:30]2[CH:31]=[CH:32][C:25]3[CH2:24][CH2:23][N:22]([CH2:20][CH3:21])[CH2:28][CH2:27][C:26]=3[CH:29]=2)=[N:3][CH:4]=1, predict the reactants needed to synthesize it.